Predict the reaction yield, written as a fraction of the theoretical maximum amount of product (1.0 means a 100% yield; for example, 0.34 means a 34% yield). From a dataset of Reaction yield outcomes from USPTO patents with 853,638 reactions. (1) The yield is 0.215. The product is [Cl:23][C:24]1[N:25]=[CH:26][NH:27][C:28]=1[C:29]([NH:1][CH2:2][C:3]1[CH:8]=[CH:7][C:6]([Cl:9])=[C:5]([O:10][C:11]2[CH:18]=[C:17]([CH:19]([CH3:20])[CH3:21])[CH:16]=[C:13]([C:14]#[N:15])[CH:12]=2)[C:4]=1[F:22])=[O:30]. The catalyst is C1COCC1. The reactants are [NH2:1][CH2:2][C:3]1[C:4]([F:22])=[C:5]([O:10][C:11]2[CH:12]=[C:13]([CH:16]=[C:17]([CH:19]([CH3:21])[CH3:20])[CH:18]=2)[C:14]#[N:15])[C:6]([Cl:9])=[CH:7][CH:8]=1.[Cl:23][C:24]1[N:25]=[CH:26][NH:27][C:28]=1[C:29](O)=[O:30].CCN(C(C)C)C(C)C.CN(C(ON1N=NC2C=CC=NC1=2)=[N+](C)C)C.F[P-](F)(F)(F)(F)F. (2) The reactants are [C:1]([O:5][C:6]([N:8]1[CH2:13][CH2:12][N:11]([C:14](=[O:28])[C:15]2[CH:20]=[C:19]([C:21]([F:24])([F:23])[F:22])[CH:18]=[C:17]([N+:25]([O-])=O)[CH:16]=2)[CH2:10][CH2:9]1)=[O:7])([CH3:4])([CH3:3])[CH3:2]. The catalyst is CO.[Pd]. The product is [C:1]([O:5][C:6]([N:8]1[CH2:13][CH2:12][N:11]([C:14](=[O:28])[C:15]2[CH:20]=[C:19]([C:21]([F:22])([F:23])[F:24])[CH:18]=[C:17]([NH2:25])[CH:16]=2)[CH2:10][CH2:9]1)=[O:7])([CH3:4])([CH3:2])[CH3:3]. The yield is 0.890. (3) The reactants are [ClH:1].Cl.[NH2:3][CH:4]1[CH2:9][CH2:8][N:7]([CH2:10][C@H:11]2[N:21]3[C:22]4[N:13]([C:14](=[O:24])[CH:15]=[N:16][C:17]=4[CH:18]=[CH:19][C:20]3=[O:23])[CH2:12]2)[CH2:6][CH2:5]1.C(N(CC)CC)C.[CH:32]([C:34]1[CH:35]=[C:36]([C:44]#[N:45])[C:37]2[O:42][CH2:41][CH2:40][O:39][C:38]=2[CH:43]=1)=O.C(O[BH-](OC(=O)C)OC(=O)C)(=O)C.[Na+].C([O-])(O)=O.[Na+]. The catalyst is C(Cl)(Cl)Cl.CO.C(Cl)Cl.CO. The product is [ClH:1].[O:24]=[C:14]1[CH:15]=[N:16][C:17]2=[C:22]3[N:13]1[CH2:12][C@@H:11]([CH2:10][N:7]1[CH2:8][CH2:9][CH:4]([NH:3][CH2:32][C:34]4[CH:35]=[C:36]([C:44]#[N:45])[C:37]5[O:42][CH2:41][CH2:40][O:39][C:38]=5[CH:43]=4)[CH2:5][CH2:6]1)[N:21]3[C:20](=[O:23])[CH:19]=[CH:18]2. The yield is 0.694. (4) The reactants are [CH:1]1([N:7]([CH:18]2[CH2:23][CH2:22][CH2:21][CH2:20][CH2:19]2)[C:8]([NH:10][C:11]2[S:12][C:13]([CH:16]=O)=[CH:14][N:15]=2)=[O:9])[CH2:6][CH2:5][CH2:4][CH2:3][CH2:2]1.C(O)(=O)C.[NH:28]1[CH2:33][CH2:32][S:31][CH2:30][CH2:29]1.C(O[BH-](OC(=O)C)OC(=O)C)(=O)C.[Na+]. No catalyst specified. The product is [CH:1]1([N:7]([CH:18]2[CH2:23][CH2:22][CH2:21][CH2:20][CH2:19]2)[C:8]([NH:10][C:11]2[S:12][C:13]([CH2:16][N:28]3[CH2:33][CH2:32][S:31][CH2:30][CH2:29]3)=[CH:14][N:15]=2)=[O:9])[CH2:6][CH2:5][CH2:4][CH2:3][CH2:2]1. The yield is 0.0900. (5) The reactants are [CH2:1]([O:3][C:4]([C:6]1[NH:7][C:8]2[C:13]([CH:14]=1)=[CH:12][C:11]([Cl:15])=[CH:10][CH:9]=2)=[O:5])[CH3:2].C(=O)([O-])[O-].[Cs+].[Cs+].Br[CH2:23][CH2:24][CH2:25][C:26]#[N:27]. The catalyst is C(#N)C. The product is [Cl:15][C:11]1[CH:12]=[C:13]2[C:8](=[CH:9][CH:10]=1)[N:7]([CH2:23][CH2:24][CH2:25][C:26]#[N:27])[C:6]([C:4]([O:3][CH2:1][CH3:2])=[O:5])=[CH:14]2. The yield is 0.990. (6) The reactants are [CH2:1]([C:3]1[C:11]([CH3:12])=[C:10]2[C:6]([C:7](=[O:13])[O:8][CH2:9]2)=[C:5]([O:14][CH2:15][CH2:16][Si:17]([CH3:20])([CH3:19])[CH3:18])[C:4]=1CC=O)[CH3:2].C1(P(C2C=CC=CC=2)(C2C=CC=CC=2)=C(C)C=[O:33])C=CC=CC=1.[C:47]1([CH3:53])[CH:52]=CC=[CH:49][CH:48]=1. No catalyst specified. The product is [CH2:1]([C:3]1[C:11]([CH3:12])=[C:10]2[C:6]([C:7](=[O:13])[O:8][CH2:9]2)=[C:5]([O:14][CH2:15][CH2:16][Si:17]([CH3:18])([CH3:19])[CH3:20])[C:4]=1[CH2:49][CH:48]=[C:47]([CH3:53])[CH:52]=[O:33])[CH3:2]. The yield is 0.770. (7) The reactants are C([Li])(CC)C.CCCCCC.C1CCCCC1.[Cl:18][C:19]1[CH:24]=[CH:23][N:22]=[C:21]2[N:25]([Si](C(C)C)(C(C)C)C(C)C)[CH:26]=[CH:27][C:20]=12.CN(C)[CH:40]=[O:41].O1CCOCC1.Cl. The catalyst is O1CCCC1.O. The product is [Cl:18][C:19]1[C:24]([CH:40]=[O:41])=[CH:23][N:22]=[C:21]2[NH:25][CH:26]=[CH:27][C:20]=12. The yield is 0.810. (8) The reactants are [CH2:1]([C:8]1[NH:13][C:12](=[O:14])[C:11](Br)=[CH:10][N:9]=1)[C:2]1[CH:7]=[CH:6][CH:5]=[CH:4][CH:3]=1.[CH2:16]([O:23][C:24]1[CH:29]=[CH:28][C:27](B(O)O)=[CH:26][C:25]=1[F:33])[C:17]1[CH:22]=[CH:21][CH:20]=[CH:19][CH:18]=1.[Cl-].[Li+]. The catalyst is O1CCOCC1.C([O-])([O-])=O.[Na+].[Na+].C1C=CC([P]([Pd]([P](C2C=CC=CC=2)(C2C=CC=CC=2)C2C=CC=CC=2)([P](C2C=CC=CC=2)(C2C=CC=CC=2)C2C=CC=CC=2)[P](C2C=CC=CC=2)(C2C=CC=CC=2)C2C=CC=CC=2)(C2C=CC=CC=2)C2C=CC=CC=2)=CC=1. The product is [CH2:1]([C:8]1[NH:13][C:12](=[O:14])[C:11]([C:27]2[CH:28]=[CH:29][C:24]([O:23][CH2:16][C:17]3[CH:18]=[CH:19][CH:20]=[CH:21][CH:22]=3)=[C:25]([F:33])[CH:26]=2)=[CH:10][N:9]=1)[C:2]1[CH:7]=[CH:6][CH:5]=[CH:4][CH:3]=1. The yield is 0.650.